This data is from Full USPTO retrosynthesis dataset with 1.9M reactions from patents (1976-2016). The task is: Predict the reactants needed to synthesize the given product. (1) Given the product [C:24]([C:22]1[CH:23]=[C:18]([C:16](=[O:17])[CH2:15][O:5][CH2:4]/[CH:3]=[C:2](\[CH3:1])/[CH2:6][CH2:7][CH:8]=[C:9]([CH3:11])[CH3:10])[CH:19]=[C:20]([C:29]([CH3:32])([CH3:31])[CH3:30])[C:21]=1[OH:28])([CH3:27])([CH3:25])[CH3:26], predict the reactants needed to synthesize it. The reactants are: [CH3:1]/[C:2](/[CH2:6][CH2:7][CH:8]=[C:9]([CH3:11])[CH3:10])=[CH:3]\[CH2:4][OH:5].[OH-].[K+].Br[CH2:15][C:16]([C:18]1[CH:23]=[C:22]([C:24]([CH3:27])([CH3:26])[CH3:25])[C:21]([OH:28])=[C:20]([C:29]([CH3:32])([CH3:31])[CH3:30])[CH:19]=1)=[O:17].Cl. (2) Given the product [C:30]([O:33][CH2:34][CH2:35][O:22][C:19]1[CH:20]=[CH:21][C:16]([CH2:15][N:12]2[CH2:13][CH2:14][N:9]([C:7]3[S:8][C:4]4[CH:3]=[C:2]([Cl:1])[CH:27]=[CH:26][C:5]=4[N:6]=3)[CH2:10][CH2:11]2)=[CH:17][CH:18]=1)(=[O:32])[CH3:31], predict the reactants needed to synthesize it. The reactants are: [Cl:1][C:2]1[CH:27]=[CH:26][C:5]2[N:6]=[C:7]([N:9]3[CH2:14][CH2:13][N:12]([CH2:15][C:16]4[CH:21]=[CH:20][C:19]([O:22]C(=O)C)=[CH:18][CH:17]=4)[CH2:11][CH2:10]3)[S:8][C:4]=2[CH:3]=1.[OH-].[Li+].[C:30]([O:33][CH2:34][CH2:35]Br)(=[O:32])[CH3:31].C(=O)([O-])[O-].[Cs+].[Cs+]. (3) Given the product [CH3:1][O:2][C:3]1[CH:4]=[C:5]2[C:6](=[CH:7][CH:8]=1)[S:9][C:10]([CH3:16])([CH3:15])[CH2:11][C:12]2=[O:14], predict the reactants needed to synthesize it. The reactants are: [CH3:1][O:2][C:3]1[CH:8]=[CH:7][C:6]([S:9][C:10]([CH3:16])([CH3:15])[CH2:11][C:12]([OH:14])=O)=[CH:5][CH:4]=1.C(Cl)(=O)C(Cl)=O.Cl[Sn](Cl)(Cl)Cl. (4) Given the product [C:29]([N:1]1[CH2:4][CH:3]([C:5]2[O:9][C:8]([C@H:10]3[C@@H:15]([C:16]4[CH:17]=[CH:18][CH:19]=[CH:20][CH:21]=4)[CH2:14][CH2:13][CH2:12][NH:11]3)=[N:7][N:6]=2)[CH2:2]1)(=[O:34])[CH2:30][CH2:31][CH2:32][CH3:33], predict the reactants needed to synthesize it. The reactants are: [NH:1]1[CH2:4][CH:3]([C:5]2[O:9][C:8]([C@H:10]3[C@@H:15]([C:16]4[CH:21]=[CH:20][CH:19]=[CH:18][CH:17]=4)[CH2:14][CH2:13][CH2:12][N:11]3C(OC(C)(C)C)=O)=[N:7][N:6]=2)[CH2:2]1.[C:29](Cl)(=[O:34])[CH2:30][CH2:31][CH2:32][CH3:33].C(N(CC)CC)C.C(O)(C(F)(F)F)=O. (5) Given the product [OH:17][C:13]1[CH:14]=[C:15]2[C:10](=[CH:11][CH:12]=1)[NH:9][C:8]([CH2:7][CH:2]([CH3:1])[C:3]([O:5][CH3:6])=[O:4])=[CH:16]2, predict the reactants needed to synthesize it. The reactants are: [CH3:1][CH:2]([CH2:7][C:8]1[NH:9][C:10]2[C:15]([CH:16]=1)=[CH:14][C:13]([O:17]CC1C=CC=CC=1)=[CH:12][CH:11]=2)[C:3]([O:5][CH3:6])=[O:4]. (6) Given the product [Cl:27][C:3]1[CH:8]=[CH:7][C:6]([C:15]2([OH:22])[CH2:16][CH2:17][C:18]([CH3:21])([CH3:20])[CH2:19][CH:14]2[CH:13]([O:12][CH2:10][CH3:11])[O:23][CH2:24][CH3:25])=[CH:5][CH:4]=1, predict the reactants needed to synthesize it. The reactants are: Cl[Mg][C:3]1[CH:8]=[CH:7][CH:6]=[CH:5][CH:4]=1.[Br-].[CH2:10]([O:12][CH:13]([O:23][CH2:24][CH3:25])[CH:14]1[CH2:19][C:18]([CH3:21])([CH3:20])[CH2:17][CH2:16][C:15]1=[O:22])[CH3:11].C(Cl)[Cl:27]. (7) The reactants are: [C:1]([O:5][C:6](=[O:32])[N:7]([CH2:9][C:10]1[CH:14]=[C:13]([S:15]([C:18]2[CH:23]=[CH:22][CH:21]=[C:20](Br)[CH:19]=2)(=[O:17])=[O:16])[N:12]([C:25]2[C:26]([F:31])=[N:27][CH:28]=[CH:29][CH:30]=2)[N:11]=1)[CH3:8])([CH3:4])([CH3:3])[CH3:2].[CH3:33][N:34](C)C=O. Given the product [C:1]([O:5][C:6](=[O:32])[N:7]([CH2:9][C:10]1[CH:14]=[C:13]([S:15]([C:18]2[CH:23]=[CH:22][CH:21]=[C:20]([C:33]#[N:34])[CH:19]=2)(=[O:17])=[O:16])[N:12]([C:25]2[C:26]([F:31])=[N:27][CH:28]=[CH:29][CH:30]=2)[N:11]=1)[CH3:8])([CH3:4])([CH3:3])[CH3:2], predict the reactants needed to synthesize it. (8) Given the product [NH2:41][C:6]1[N:5]=[C:4]([NH:15][C@H:16]([C:18]2[N:23]=[C:22]3[CH:24]=[CH:25][N:26]([CH3:27])[C:21]3=[CH:20][C:19]=2[N:28]2[CH2:33][CH2:32][N:31]([C:34]([O:36][C:37]([CH3:38])([CH3:39])[CH3:40])=[O:35])[CH2:30][CH2:29]2)[CH3:17])[C:3]([C:1]#[N:2])=[C:8]([CH2:9][CH3:10])[N:7]=1, predict the reactants needed to synthesize it. The reactants are: [C:1]([C:3]1[C:4]([NH:15][C@H:16]([C:18]2[N:23]=[C:22]3[CH:24]=[CH:25][N:26]([CH3:27])[C:21]3=[CH:20][C:19]=2[N:28]2[CH2:33][CH2:32][N:31]([C:34]([O:36][C:37]([CH3:40])([CH3:39])[CH3:38])=[O:35])[CH2:30][CH2:29]2)[CH3:17])=[N:5][C:6](S(C)(=O)=O)=[N:7][C:8]=1[CH2:9][CH3:10])#[N:2].[NH3:41]. (9) The reactants are: CC(C)([S@]([NH:6][C@H:7]([C:20]1[CH:25]=[CH:24][C:23]([F:26])=[CH:22][CH:21]=1)[C:8]1[CH:13]=[CH:12][C:11]([P:14]([CH3:19])(=[O:18])[O:15][CH2:16][CH3:17])=[CH:10][CH:9]=1)=O)C.[ClH:28].O1CCOCC1. Given the product [ClH:28].[NH2:6][C@H:7]([C:20]1[CH:21]=[CH:22][C:23]([F:26])=[CH:24][CH:25]=1)[C:8]1[CH:13]=[CH:12][C:11]([P:14]([CH3:19])(=[O:18])[O:15][CH2:16][CH3:17])=[CH:10][CH:9]=1, predict the reactants needed to synthesize it.